From a dataset of Reaction yield outcomes from USPTO patents with 853,638 reactions. Predict the reaction yield, written as a fraction of the theoretical maximum amount of product (1.0 means a 100% yield; for example, 0.34 means a 34% yield). (1) The reactants are [F:1][C:2]1[CH:7]=[C:6]([I:8])[CH:5]=[CH:4][C:3]=1[NH:9][C:10]1[C:15]([N+:16]([O-])=O)=[C:14]([F:19])[CH:13]=[C:12]([F:20])[C:11]=1[F:21].[Cl-].[NH4+].CCOC(C)=O. The catalyst is CCO.[Fe]. The product is [F:21][C:11]1[C:12]([F:20])=[CH:13][C:14]([F:19])=[C:15]([NH2:16])[C:10]=1[NH:9][C:3]1[CH:4]=[CH:5][C:6]([I:8])=[CH:7][C:2]=1[F:1]. The yield is 0.664. (2) The reactants are [Br:1][C:2]1[CH:3]=[C:4]2[C:10]([CH3:11])=[C:9]([Si](C)(C)C)[NH:8][C:5]2=[N:6][CH:7]=1.Cl. The catalyst is C1COCC1. The product is [Br:1][C:2]1[CH:3]=[C:4]2[C:10]([CH3:11])=[CH:9][NH:8][C:5]2=[N:6][CH:7]=1. The yield is 0.532.